The task is: Predict the product of the given reaction.. This data is from Forward reaction prediction with 1.9M reactions from USPTO patents (1976-2016). (1) Given the reactants [Br:1][C:2]1[NH:11][C:5]2[N:6]=[CH:7][N:8]=[C:9]([Cl:10])[C:4]=2[CH:3]=1.[C:12]([O:16][C:17](=[O:24])[NH:18][C@H:19]([CH:22]=[CH2:23])[CH2:20][OH:21])([CH3:15])([CH3:14])[CH3:13], predict the reaction product. The product is: [C:12]([O:16][C:17](=[O:24])[NH:18][C@@H:19]([CH:22]=[CH2:23])[CH2:20][OH:21])([CH3:15])([CH3:14])[CH3:13].[C:12]([O:16][C:17](=[O:24])[NH:18][C@H:19]([CH:22]=[CH2:23])[CH2:20][N:11]1[C:5]2[N:6]=[CH:7][N:8]=[C:9]([Cl:10])[C:4]=2[CH:3]=[C:2]1[Br:1])([CH3:14])([CH3:15])[CH3:13]. (2) Given the reactants [CH2:1]([O:8][C:9]([CH2:11][O:12][C:13]1[CH:31]=[CH:30][C:29]([Cl:32])=[CH:28][C:14]=1[CH2:15][C:16]1[CH:26]=[C:25]([Cl:27])[CH:24]=[CH:23][C:17]=1[O:18][CH2:19][C:20](O)=[O:21])=[O:10])[C:2]1[CH:7]=[CH:6][CH:5]=[CH:4][CH:3]=1.[CH3:33]CN(C(C)C)C(C)C.CN(C(ON1N=[N:57][C:52]2C=[CH:54][CH:55]=[N:56][C:51]1=2)=[N+](C)C)C.F[P-](F)(F)(F)(F)F.CN1CCCCC1, predict the reaction product. The product is: [CH2:1]([O:8][C:9](=[O:10])[CH2:11][O:12][C:13]1[CH:31]=[CH:30][C:29]([Cl:32])=[CH:28][C:14]=1[CH2:15][C:16]1[CH:26]=[C:25]([Cl:27])[CH:24]=[CH:23][C:17]=1[O:18][CH2:19][C:20]([N:56]1[CH2:51][CH2:52][N:57]([CH3:33])[CH2:54][CH2:55]1)=[O:21])[C:2]1[CH:7]=[CH:6][CH:5]=[CH:4][CH:3]=1. (3) Given the reactants Cl[C:2]1[CH:7]=[C:6]([C:8]2[N:12]3[N:13]=[CH:14][C:15]([C:17]([F:20])([F:19])[F:18])=[N:16][C:11]3=[N:10][CH:9]=2)[CH:5]=[CH:4][N:3]=1.[F:21][C:22]1[CH:23]=[CH:24][C:25](B2OC(C)(C)C(C)(C)O2)=[C:26]([CH:29]=1)[C:27]#[N:28], predict the reaction product. The product is: [F:21][C:22]1[CH:23]=[CH:24][C:25]([C:2]2[CH:7]=[C:6]([C:8]3[N:12]4[N:13]=[CH:14][C:15]([C:17]([F:20])([F:19])[F:18])=[N:16][C:11]4=[N:10][CH:9]=3)[CH:5]=[CH:4][N:3]=2)=[C:26]([CH:29]=1)[C:27]#[N:28]. (4) Given the reactants Br[C:2]1[CH:7]=[CH:6][C:5]([CH2:8][CH2:9][OH:10])=[CH:4][CH:3]=1.C(N(C(C)C)CC)(C)C.[CH:20]([N:22]1[C:26](=[O:27])[C:25]2=[CH:28][CH:29]=[CH:30][CH:31]=[C:24]2[C:23]1=[O:32])=[CH2:21].C1(C)C=CC=CC=1P(C1C=CC=CC=1C)C1C=CC=CC=1C, predict the reaction product. The product is: [OH:10][CH2:9][CH2:8][C:5]1[CH:6]=[CH:7][C:2]([CH:21]=[CH:20][N:22]2[C:23](=[O:32])[C:24]3[C:25](=[CH:28][CH:29]=[CH:30][CH:31]=3)[C:26]2=[O:27])=[CH:3][CH:4]=1. (5) Given the reactants Cl[CH2:2][CH2:3][CH2:4][C:5]([C:13]1[CH:18]=[CH:17][C:16]([O:19][CH3:20])=[C:15]([O:21][CH3:22])[CH:14]=1)([CH:10]([CH3:12])[CH3:11])[C:6]([O:8][CH3:9])=[O:7].[CH3:23][NH:24][CH2:25][CH2:26][C:27]1[CH:37]=[CH:36][C:30]([C:31]([O:33][CH2:34][CH3:35])=[O:32])=[CH:29][CH:28]=1, predict the reaction product. The product is: [CH3:22][O:21][C:15]1[CH:14]=[C:13]([C:5]([C:6]([O:8][CH3:9])=[O:7])([CH:10]([CH3:12])[CH3:11])[CH2:4][CH2:3][CH2:2][N:24]([CH3:23])[CH2:25][CH2:26][C:27]2[CH:37]=[CH:36][C:30]([C:31]([O:33][CH2:34][CH3:35])=[O:32])=[CH:29][CH:28]=2)[CH:18]=[CH:17][C:16]=1[O:19][CH3:20]. (6) Given the reactants FC(F)(F)C(O)=O.[NH2:8][C@@H:9]([CH2:32][C:33]1[CH:38]=[CH:37][CH:36]=[CH:35][CH:34]=1)[C:10]([NH:12][C@H:13]([C:29](=[O:31])[NH2:30])[CH2:14][C:15]1[CH:20]=[CH:19][C:18]([CH:21]2[S:25](=[O:27])(=[O:26])[NH:24][C:23](=[O:28])[CH2:22]2)=[CH:17][CH:16]=1)=[O:11].[CH2:39]([O:41][P:42]([C:47]([F:59])([F:58])[C:48]1[CH:53]=[CH:52][C:51]([CH2:54][C:55](O)=[O:56])=[CH:50][CH:49]=1)([O:44][CH2:45][CH3:46])=[O:43])[CH3:40], predict the reaction product. The product is: [CH2:39]([O:41][P:42]([C:47]([C:48]1[CH:49]=[CH:50][C:51]([CH2:54][C:55](=[O:56])[NH:8][C@H:9]([C:10](=[O:11])[NH:12][C@H:13]([C:29](=[O:31])[NH2:30])[CH2:14][C:15]2[CH:16]=[CH:17][C:18]([CH:21]3[S:25](=[O:27])(=[O:26])[NH:24][C:23](=[O:28])[CH2:22]3)=[CH:19][CH:20]=2)[CH2:32][C:33]2[CH:34]=[CH:35][CH:36]=[CH:37][CH:38]=2)=[CH:52][CH:53]=1)([F:59])[F:58])(=[O:43])[O:44][CH2:45][CH3:46])[CH3:40]. (7) Given the reactants [CH3:1][O:2][C:3]1[CH:8]=[CH:7][C:6]([NH:9][C:10](=[O:15])[CH2:11][C:12]([OH:14])=O)=[CH:5][CH:4]=1.ClC(N(C)C)=C(C)C.[NH2:24][C:25]([CH3:41])([CH2:31][C:32](=[O:40])[C:33]1[CH:38]=[CH:37][C:36]([CH3:39])=[CH:35][CH:34]=1)[C:26]([O:28][CH2:29][CH3:30])=[O:27].N1C=CC=CC=1, predict the reaction product. The product is: [CH3:1][O:2][C:3]1[CH:4]=[CH:5][C:6]([NH:9][C:10](=[O:15])[CH2:11][C:12]([NH:24][C:25]([CH3:41])([CH2:31][C:32](=[O:40])[C:33]2[CH:38]=[CH:37][C:36]([CH3:39])=[CH:35][CH:34]=2)[C:26]([O:28][CH2:29][CH3:30])=[O:27])=[O:14])=[CH:7][CH:8]=1.